This data is from Full USPTO retrosynthesis dataset with 1.9M reactions from patents (1976-2016). The task is: Predict the reactants needed to synthesize the given product. (1) Given the product [CH:27]1([CH2:26][N:10]2[C:9]3[N:8]=[C:7]([CH2:6][C:5]4[CH:4]=[CH:3][C:2]([NH:1][C:38]([C:36]5[CH:35]=[N:34][N:33]([CH3:32])[CH:37]=5)=[O:39])=[CH:31][CH:30]=4)[NH:15][C:14]=3[C:13](=[O:16])[N:12]([CH2:17][C:18]3[CH:23]=[CH:22][CH:21]=[CH:20][C:19]=3[F:24])[C:11]2=[O:25])[CH2:28][CH2:29]1, predict the reactants needed to synthesize it. The reactants are: [NH2:1][C:2]1[CH:31]=[CH:30][C:5]([CH2:6][C:7]2[NH:15][C:14]3[C:13](=[O:16])[N:12]([CH2:17][C:18]4[CH:23]=[CH:22][CH:21]=[CH:20][C:19]=4[F:24])[C:11](=[O:25])[N:10]([CH2:26][CH:27]4[CH2:29][CH2:28]4)[C:9]=3[N:8]=2)=[CH:4][CH:3]=1.[CH3:32][N:33]1[CH:37]=[C:36]([C:38](O)=[O:39])[CH:35]=[N:34]1.C(N(CC)C(C)C)(C)C. (2) Given the product [Cl:22][Si:21]([CH3:25])([CH3:24])[CH:8]1[C:9]2[C:14](=[CH:13][CH:12]=[CH:11][CH:10]=2)[CH:15]=[C:7]1[C:1]1[CH:2]=[CH:3][CH:4]=[CH:5][CH:6]=1, predict the reactants needed to synthesize it. The reactants are: [C:1]1([C:7]2[CH2:8][C:9]3[C:14]([CH:15]=2)=[CH:13][CH:12]=[CH:11][CH:10]=3)[CH:6]=[CH:5][CH:4]=[CH:3][CH:2]=1.[Li]CCCC.[Si:21]([CH3:25])([CH3:24])(Cl)[Cl:22]. (3) Given the product [CH3:14][C:15]1([CH3:21])[CH2:20][CH2:19][CH2:18][N:17]([C:2]2[CH:7]=[CH:6][N:5]=[C:4]([NH:8][C:9]([NH:11][CH2:12][CH3:13])=[O:10])[CH:3]=2)[CH2:16]1, predict the reactants needed to synthesize it. The reactants are: Br[C:2]1[CH:7]=[CH:6][N:5]=[C:4]([NH:8][C:9]([NH:11][CH2:12][CH3:13])=[O:10])[CH:3]=1.[CH3:14][C:15]1([CH3:21])[CH2:20][CH2:19][CH2:18][NH:17][CH2:16]1.N1CCCC1C(O)=O.C(=O)([O-])[O-].[K+].[K+]. (4) Given the product [CH:1]1([CH:4]([C:11]2[CH:16]=[CH:15][CH:14]=[C:13]([CH2:17][O:18][C:19]3[CH:20]=[C:21]([C:34]4[CH:35]=[CH:36][C:37]([C:40]([F:43])([F:41])[F:42])=[CH:38][CH:39]=4)[C:22]([C:25]4[CH:30]=[C:29]([O:31][CH3:32])[CH:28]=[CH:27][C:26]=4[F:33])=[CH:23][CH:24]=3)[CH:12]=2)[CH2:5][C:6]([OH:8])=[O:7])[CH2:2][CH2:3]1, predict the reactants needed to synthesize it. The reactants are: [CH:1]1([CH:4]([C:11]2[CH:16]=[CH:15][CH:14]=[C:13]([CH2:17][O:18][C:19]3[CH:20]=[C:21]([C:34]4[CH:39]=[CH:38][C:37]([C:40]([F:43])([F:42])[F:41])=[CH:36][CH:35]=4)[C:22]([C:25]4[CH:30]=[C:29]([O:31][CH3:32])[CH:28]=[CH:27][C:26]=4[F:33])=[CH:23][CH:24]=3)[CH:12]=2)[CH2:5][C:6]([O:8]CC)=[O:7])[CH2:3][CH2:2]1.[OH-].[Na+].Cl. (5) Given the product [C:1]([C:5]1[CH:10]=[CH:9][C:8]([N+:11]([O-:13])=[O:12])=[CH:7][C:6]=1[NH:14][C:15](=[O:18])[CH2:16][N:19]1[CH2:24][CH2:23][O:22][CH2:21][CH2:20]1)([CH3:4])([CH3:3])[CH3:2], predict the reactants needed to synthesize it. The reactants are: [C:1]([C:5]1[CH:10]=[CH:9][C:8]([N+:11]([O-:13])=[O:12])=[CH:7][C:6]=1[NH:14][C:15](=[O:18])[CH2:16]Cl)([CH3:4])([CH3:3])[CH3:2].[NH:19]1[CH2:24][CH2:23][O:22][CH2:21][CH2:20]1.C(N(CC)CC)C.[I-].[K+]. (6) The reactants are: Br[C:2]1[CH:3]=[C:4]2[C:8](=[C:9]([Cl:11])[CH:10]=1)[NH:7][N:6]=[C:5]2[CH2:12][CH3:13].[C:14](=O)([O-:16])[O-:15].[Na+].[Na+]. Given the product [Cl:11][C:9]1[CH:10]=[C:2]([C:14]([OH:16])=[O:15])[CH:3]=[C:4]2[C:8]=1[NH:7][N:6]=[C:5]2[CH2:12][CH3:13], predict the reactants needed to synthesize it. (7) Given the product [NH2:1][C:2]1[CH:3]=[C:4]([CH2:5][O:6][CH2:7][C:8]2([C:21]3[CH:26]=[CH:25][CH:24]=[CH:23][CH:22]=3)[CH2:13][CH2:12][N:11]([C:14]([O:16][C:17]([CH3:20])([CH3:19])[CH3:18])=[O:15])[CH2:10][CH2:9]2)[CH:27]=[C:28]([C:36]2[CH:37]=[CH:38][C:33]([C:31]#[N:32])=[CH:34][CH:35]=2)[CH:29]=1, predict the reactants needed to synthesize it. The reactants are: [NH2:1][C:2]1[CH:3]=[C:4]([CH:27]=[C:28](Br)[CH:29]=1)[CH2:5][O:6][CH2:7][C:8]1([C:21]2[CH:26]=[CH:25][CH:24]=[CH:23][CH:22]=2)[CH2:13][CH2:12][N:11]([C:14]([O:16][C:17]([CH3:20])([CH3:19])[CH3:18])=[O:15])[CH2:10][CH2:9]1.[C:31]([C:33]1[CH:38]=[CH:37][C:36](B(O)O)=[CH:35][CH:34]=1)#[N:32].[OH-].[K+]. (8) Given the product [NH2:22][C:19]1[N:20]=[N:21][C:16]([C:4]#[C:3][CH2:2][CH2:1][C:5]2[S:9][C:8]([C:10]([O:12][CH2:13][CH3:14])=[O:11])=[N:7][N:6]=2)=[CH:17][CH:18]=1, predict the reactants needed to synthesize it. The reactants are: [CH2:1]([C:5]1[S:9][C:8]([C:10]([O:12][CH2:13][CH3:14])=[O:11])=[N:7][N:6]=1)[CH2:2][C:3]#[CH:4].I[C:16]1[N:21]=[N:20][C:19]([NH2:22])=[CH:18][CH:17]=1.